From a dataset of Catalyst prediction with 721,799 reactions and 888 catalyst types from USPTO. Predict which catalyst facilitates the given reaction. (1) Reactant: CCN(C(C)C)C(C)C.[OH:10][C:11]1[CH:12]=[CH:13][CH:14]=[C:15]2[C:20]=1[O:19][C:18](=[O:21])[C:17]([C:22]([OH:24])=O)=[CH:16]2.CN(C(ON1N=NC2C=CC=NC1=2)=[N+](C)C)C.F[P-](F)(F)(F)(F)F.[CH2:49]([O:51][C:52]1[CH:57]=[CH:56][C:55]([C:58]2[CH:63]=[CH:62][CH:61]=[C:60]([NH2:64])[CH:59]=2)=[CH:54][CH:53]=1)[CH3:50]. Product: [CH2:49]([O:51][C:52]1[CH:53]=[CH:54][C:55]([C:58]2[CH:63]=[CH:62][CH:61]=[C:60]([NH:64][C:22]([C:17]3[C:18](=[O:21])[O:19][C:20]4[C:15]([CH:16]=3)=[CH:14][CH:13]=[CH:12][C:11]=4[OH:10])=[O:24])[CH:59]=2)=[CH:56][CH:57]=1)[CH3:50]. The catalyst class is: 3. (2) Reactant: [CH3:1][C:2]([CH:17]1[O:21][C:20](=[O:22])[NH:19][CH2:18]1)([S:4]([C:7]1[CH:12]=[CH:11][CH:10]=[C:9]([C:13]([F:16])([F:15])[F:14])[CH:8]=1)(=[O:6])=[O:5])[CH3:3].Br[C:24]1[CH:29]=[CH:28][C:27]([C:30]([F:33])([F:32])[F:31])=[CH:26][CH:25]=1.CNCCNC.C([O-])([O-])=O.[Cs+].[Cs+]. Product: [CH3:3][C:2]([CH:17]1[O:21][C:20](=[O:22])[N:19]([C:24]2[CH:29]=[CH:28][C:27]([C:30]([F:33])([F:32])[F:31])=[CH:26][CH:25]=2)[CH2:18]1)([S:4]([C:7]1[CH:12]=[CH:11][CH:10]=[C:9]([C:13]([F:15])([F:14])[F:16])[CH:8]=1)(=[O:5])=[O:6])[CH3:1]. The catalyst class is: 432. (3) Reactant: [CH3:1][C@H:2]1[CH2:7][CH2:6][CH2:5][CH2:4][N:3]1[C:8]1[C:9](OS(C(F)(F)F)(=O)=O)=[N:10][C:11]2[C:16]([N:17]=1)=[CH:15][C:14]([C:18]([O:20][CH3:21])=[O:19])=[CH:13][CH:12]=2.[F:30][C:31]1[CH:32]=[CH:33][C:34]2[O:38][C:37](B(O)O)=[CH:36][C:35]=2[CH:42]=1.[O-]P([O-])([O-])=O.[K+].[K+].[K+]. Product: [F:30][C:31]1[CH:32]=[CH:33][C:34]2[O:38][C:37]([C:9]3[C:8]([N:3]4[CH2:4][CH2:5][CH2:6][CH2:7][C@@H:2]4[CH3:1])=[N:17][C:16]4[C:11](=[CH:12][CH:13]=[C:14]([C:18]([O:20][CH3:21])=[O:19])[CH:15]=4)[N:10]=3)=[CH:36][C:35]=2[CH:42]=1. The catalyst class is: 70. (4) Product: [CH3:7][N:6]1[C:2]([NH:1][C:38]([C:39]2[CH:44]=[CH:43][CH:42]=[CH:41][CH:40]=2)([C:51]2[CH:52]=[CH:53][CH:54]=[CH:55][CH:56]=2)[C:45]2[CH:46]=[CH:47][CH:48]=[CH:49][CH:50]=2)=[C:3]([CH:8]([CH2:9][NH:10][C:11](=[O:17])[O:12][C:13]([CH3:15])([CH3:16])[CH3:14])[CH2:18][NH:19][C:20](=[O:26])[O:21][C:22]([CH3:25])([CH3:24])[CH3:23])[CH:4]=[N:5]1. Reactant: [NH2:1][C:2]1[N:6]([CH3:7])[N:5]=[CH:4][C:3]=1[CH:8]([CH2:18][NH:19][C:20](=[O:26])[O:21][C:22]([CH3:25])([CH3:24])[CH3:23])[CH2:9][NH:10][C:11](=[O:17])[O:12][C:13]([CH3:16])([CH3:15])[CH3:14].N12CCCN=C1CCCCC2.[C:38](Cl)([C:51]1[CH:56]=[CH:55][CH:54]=[CH:53][CH:52]=1)([C:45]1[CH:50]=[CH:49][CH:48]=[CH:47][CH:46]=1)[C:39]1[CH:44]=[CH:43][CH:42]=[CH:41][CH:40]=1.O. The catalyst class is: 2. (5) Reactant: [C:1]([O:5][C:6]([O:8][CH2:9][C@@H:10]([N:17]([CH3:25])[C:18](=[O:24])[O:19][C:20]([CH3:23])([CH3:22])[CH3:21])[CH2:11][C:12]([F:16])([F:15])[CH2:13]O)=[O:7])([CH3:4])([CH3:3])[CH3:2].N1C(C)=CC=CC=1C.FC(F)(F)S(OS(C(F)(F)F)(=O)=O)(=O)=O.[N-:49]=[N+:50]=[N-:51].[Na+]. Product: [N:49]([CH2:13][C:12]([F:16])([F:15])[CH2:11][C@H:10]([N:17]([CH3:25])[C:18](=[O:24])[O:19][C:20]([CH3:23])([CH3:22])[CH3:21])[CH2:9][O:8][C:6]([O:5][C:1]([CH3:4])([CH3:3])[CH3:2])=[O:7])=[N+:50]=[N-:51]. The catalyst class is: 2. (6) Reactant: [CH2:1]([O:3][C:4]([C:6]1[C:7]([CH3:26])=[C:8]([C:19]([O:21][C:22]([CH3:25])([CH3:24])[CH3:23])=[O:20])[NH:9][C:10]=1[CH2:11][CH2:12][CH2:13]OS(C)(=O)=O)=[O:5])[CH3:2].[NH2:27][CH2:28][C@@H:29]([OH:37])[CH2:30][N:31]1[CH2:36][CH2:35][O:34][CH2:33][CH2:32]1. Product: [CH2:1]([O:3][C:4]([C:6]1[C:7]([CH3:26])=[C:8]([C:19]([O:21][C:22]([CH3:25])([CH3:24])[CH3:23])=[O:20])[NH:9][C:10]=1[CH2:11][CH2:12][CH2:13][NH:27][CH2:28][C@H:29]([OH:37])[CH2:30][N:31]1[CH2:32][CH2:33][O:34][CH2:35][CH2:36]1)=[O:5])[CH3:2]. The catalyst class is: 614. (7) Reactant: [F:1][C:2]1[CH:7]=[CH:6][C:5]([C:8]2[CH:13]=[CH:12][N:11]=[CH:10][C:9]=2[NH:14][CH3:15])=[C:4]([CH3:16])[CH:3]=1.CCN(C(C)C)C(C)C.[Cl:26][C:27]1[CH:28]=[C:29]([CH:33]=[C:34]([Cl:36])[CH:35]=1)[C:30](Cl)=[O:31]. Product: [Cl:26][C:27]1[CH:28]=[C:29]([CH:33]=[C:34]([Cl:36])[CH:35]=1)[C:30]([N:14]([C:9]1[CH:10]=[N:11][CH:12]=[CH:13][C:8]=1[C:5]1[CH:6]=[CH:7][C:2]([F:1])=[CH:3][C:4]=1[CH3:16])[CH3:15])=[O:31]. The catalyst class is: 2.